This data is from Peptide-MHC class II binding affinity with 134,281 pairs from IEDB. The task is: Regression. Given a peptide amino acid sequence and an MHC pseudo amino acid sequence, predict their binding affinity value. This is MHC class II binding data. (1) The peptide sequence is TVMPLLCGIGCAMLH. The MHC is HLA-DQA10201-DQB10301 with pseudo-sequence HLA-DQA10201-DQB10301. The binding affinity (normalized) is 0.465. (2) The peptide sequence is YVVSSFDNIKVFLEG. The MHC is DRB1_0401 with pseudo-sequence DRB1_0401. The binding affinity (normalized) is 0.390. (3) The peptide sequence is GKSYDALATFTVNIF. The MHC is DRB1_0701 with pseudo-sequence DRB1_0701. The binding affinity (normalized) is 0.636. (4) The peptide sequence is ARRRLRTLVLAPTRV. The MHC is DRB1_1101 with pseudo-sequence DRB1_1101. The binding affinity (normalized) is 0.898. (5) The peptide sequence is YKTIAFDEEARR. The MHC is HLA-DQA10101-DQB10501 with pseudo-sequence HLA-DQA10101-DQB10501. The binding affinity (normalized) is 0.